From a dataset of Peptide-MHC class I binding affinity with 185,985 pairs from IEDB/IMGT. Regression. Given a peptide amino acid sequence and an MHC pseudo amino acid sequence, predict their binding affinity value. This is MHC class I binding data. (1) The peptide sequence is REGVFVFNGT. The MHC is HLA-B44:03 with pseudo-sequence HLA-B44:03. The binding affinity (normalized) is 0.471. (2) The peptide sequence is RTTLWCDVR. The MHC is HLA-A31:01 with pseudo-sequence HLA-A31:01. The binding affinity (normalized) is 0.492. (3) The peptide sequence is GPLKLFMAL. The MHC is HLA-B51:01 with pseudo-sequence HLA-B51:01. The binding affinity (normalized) is 0. (4) The peptide sequence is IMDNSAKYV. The MHC is HLA-B44:02 with pseudo-sequence HLA-B44:02. The binding affinity (normalized) is 0.149. (5) The peptide sequence is LMAAILAYT. The MHC is HLA-A02:17 with pseudo-sequence HLA-A02:17. The binding affinity (normalized) is 0.171. (6) The peptide sequence is ISPGNSGEET. The MHC is Mamu-A01 with pseudo-sequence Mamu-A01. The binding affinity (normalized) is 0.123.